From a dataset of Full USPTO retrosynthesis dataset with 1.9M reactions from patents (1976-2016). Predict the reactants needed to synthesize the given product. (1) Given the product [C:11]1([CH2:17][CH2:18][NH:4][CH:1]2[CH2:3][CH2:2]2)[CH:16]=[CH:15][CH:14]=[CH:13][CH:12]=1, predict the reactants needed to synthesize it. The reactants are: [CH:1]1([NH2:4])[CH2:3][CH2:2]1.N1C=CC=CC=1.[C:11]1([CH2:17][C:18](Cl)=O)[CH:16]=[CH:15][CH:14]=[CH:13][CH:12]=1. (2) Given the product [Cl:1][C:2]1[CH:7]=[C:6]([N:8]2[CH2:12][CH2:11][CH2:10][CH2:9]2)[N:5]=[C:4]([CH2:13][O:18][C:15](=[O:17])[CH3:16])[N:3]=1, predict the reactants needed to synthesize it. The reactants are: [Cl:1][C:2]1[CH:7]=[C:6]([N:8]2[CH2:12][CH2:11][CH2:10][CH2:9]2)[N:5]=[C:4]([CH2:13]Cl)[N:3]=1.[C:15]([O-:18])(=[O:17])[CH3:16].[K+].[I-].[Na+].O. (3) Given the product [CH3:30][O:29][C:24]1[CH:23]=[C:22]([O:31][CH3:32])[CH:21]=[C:20]2[C:25]=1[C:26](=[O:28])[NH:27][C:18]([C:13]1[C:12]([NH:40][CH2:39][CH:36]3[CH2:37][CH2:38][N:34]([CH3:33])[CH2:35]3)=[CH:17][CH:16]=[CH:15][N:14]=1)=[N:19]2, predict the reactants needed to synthesize it. The reactants are: C[Si]([N-][Si](C)(C)C)(C)C.[Li+].F[C:12]1[C:13]([C:18]2[NH:27][C:26](=[O:28])[C:25]3[C:20](=[CH:21][C:22]([O:31][CH3:32])=[CH:23][C:24]=3[O:29][CH3:30])[N:19]=2)=[N:14][CH:15]=[CH:16][CH:17]=1.[CH3:33][N:34]1[CH2:38][CH2:37][CH:36]([CH2:39][NH2:40])[CH2:35]1. (4) Given the product [N:1]1[CH:6]=[CH:5][CH:4]=[C:3]([C:7]([NH:28][CH2:29][CH2:30][C:31]2[CH:32]=[CH:33][C:34]([O:37][C:38](=[O:47])[N:39]([CH3:46])[C:40]3[CH:41]=[CH:42][CH:43]=[CH:44][CH:45]=3)=[CH:35][CH:36]=2)=[O:9])[CH:2]=1, predict the reactants needed to synthesize it. The reactants are: [N:1]1[CH:6]=[CH:5][CH:4]=[C:3]([C:7]([OH:9])=O)[CH:2]=1.CCN=C=NCCCN(C)C.C(N(CC)CC)C.[NH2:28][CH2:29][CH2:30][C:31]1[CH:36]=[CH:35][C:34]([O:37][C:38](=[O:47])[N:39]([CH3:46])[C:40]2[CH:45]=[CH:44][CH:43]=[CH:42][CH:41]=2)=[CH:33][CH:32]=1.C(O)(C(F)(F)F)=O. (5) The reactants are: [NH2:1][C:2]1[CH:3]=[CH:4][C:5]([O:24][CH3:25])=[C:6]([CH:23]=1)[O:7][C:8]1[CH:9]=[CH:10][C:11]2[N:12]([CH:14]=[C:15]([NH:17][C:18]([CH:20]3[CH2:22][CH2:21]3)=[O:19])[N:16]=2)[N:13]=1.[CH3:26][N:27]1[C:31]([C:32](Cl)=[O:33])=[CH:30][C:29]([CH3:35])=[N:28]1.C(N(CC)CC)C. Given the product [CH:20]1([C:18]([NH:17][C:15]2[N:16]=[C:11]3[CH:10]=[CH:9][C:8]([O:7][C:6]4[CH:23]=[C:2]([NH:1][C:32]([C:31]5[N:27]([CH3:26])[N:28]=[C:29]([CH3:35])[CH:30]=5)=[O:33])[CH:3]=[CH:4][C:5]=4[O:24][CH3:25])=[N:13][N:12]3[CH:14]=2)=[O:19])[CH2:21][CH2:22]1, predict the reactants needed to synthesize it. (6) Given the product [N:1]1[S:5][N:4]=[C:3]2[C:6]([S:10]([NH:13][C:14]3[CH:22]=[C:21]([Cl:23])[CH:20]=[CH:19][C:15]=3[C:16]([NH:38][C@@H:28]([CH2:29][C:30]3[CH:35]=[CH:34][C:33]([Cl:36])=[C:32]([Cl:37])[CH:31]=3)[C:27]([OH:26])=[O:39])=[O:17])(=[O:12])=[O:11])=[CH:7][CH:8]=[CH:9][C:2]=12, predict the reactants needed to synthesize it. The reactants are: [N:1]1[S:5][N:4]=[C:3]2[C:6]([S:10]([NH:13][C:14]3[CH:22]=[C:21]([Cl:23])[CH:20]=[CH:19][C:15]=3[C:16](O)=[O:17])(=[O:12])=[O:11])=[CH:7][CH:8]=[CH:9][C:2]=12.Cl.C[O:26][C:27](=[O:39])[C@@H:28]([NH2:38])[CH2:29][C:30]1[CH:35]=[CH:34][C:33]([Cl:36])=[C:32]([Cl:37])[CH:31]=1. (7) Given the product [CH:6]1[C:7]2[C:11]3[CH2:12][CH2:13][CH2:14][CH2:15][CH2:16][C:10]=3[O:9][C:8]=2[CH:17]=[CH:18][C:5]=1[NH:4][C:3](=[O:19])[C@@H:2]1[CH2:1][CH2:33][CH2:32][NH:20]1, predict the reactants needed to synthesize it. The reactants are: [CH3:1][C@H:2]([NH:20]C(=O)OC(C)(C)C)[C:3](=[O:19])[NH:4][C:5]1[CH:18]=[CH:17][C:8]2[O:9][C:10]3[CH2:16][CH2:15][CH2:14][CH2:13][CH2:12][C:11]=3[C:7]=2[CH:6]=1.ClCCl.O1CCO[CH2:33][CH2:32]1.